From a dataset of TCR-epitope binding with 47,182 pairs between 192 epitopes and 23,139 TCRs. Binary Classification. Given a T-cell receptor sequence (or CDR3 region) and an epitope sequence, predict whether binding occurs between them. (1) The epitope is LLLGIGILV. The TCR CDR3 sequence is CASSLWAGGSNEQFF. Result: 0 (the TCR does not bind to the epitope). (2) The epitope is NLVPMVATV. The TCR CDR3 sequence is CASSQGDSSYEQYF. Result: 1 (the TCR binds to the epitope).